Dataset: Reaction yield outcomes from USPTO patents with 853,638 reactions. Task: Predict the reaction yield, written as a fraction of the theoretical maximum amount of product (1.0 means a 100% yield; for example, 0.34 means a 34% yield). (1) The reactants are [O:1]1[CH:5]=[CH:4][CH:3]=[C:2]1[CH:6]=[C:7]([C:10]#[N:11])[C:8]#[N:9].[C:12]([O:18][CH2:19][CH3:20])(=[O:17])[CH2:13][C:14]([CH3:16])=[O:15]. The catalyst is C(O)C.N1CCCC1. The product is [NH2:9][C:8]1[O:15][C:14]([CH3:16])=[C:13]([C:12]([O:18][CH2:19][CH3:20])=[O:17])[CH:6]([C:2]2[O:1][CH:5]=[CH:4][CH:3]=2)[C:7]=1[C:10]#[N:11]. The yield is 0.550. (2) The reactants are [CH3:1][C:2]1[N:7]=[C:6]([C:8](=O)[CH2:9][C:10]2[CH:19]=[CH:18][C:17]3[C:12](=[CH:13][CH:14]=[CH:15][N:16]=3)[N:11]=2)[CH:5]=[CH:4][CH:3]=1.[NH+]1C=CC=CC=1.[NH2:27][C:28]([NH2:30])=[S:29]. No catalyst specified. The product is [CH3:1][C:2]1[N:7]=[C:6]([C:8]2[N:27]=[C:28]([NH2:30])[S:29][C:9]=2[C:10]2[CH:19]=[CH:18][C:17]3[C:12](=[CH:13][CH:14]=[CH:15][N:16]=3)[N:11]=2)[CH:5]=[CH:4][CH:3]=1. The yield is 0.170. (3) The reactants are [OH:1][N:2]=[C:3]([C:9]1[N:13]([CH3:14])[CH:12]=[N:11][CH:10]=1)[C:4]1[S:5][CH:6]=[CH:7][CH:8]=1.Cl.Cl[CH2:17][C:18]1[N:19]=[C:20]([NH2:23])[S:21][CH:22]=1.C(=O)([O-])[O-].[Cs+].[Cs+].[I-].[K+]. The catalyst is C(#N)C. The product is [CH3:14][N:13]1[C:9]([C:3](=[N:2][O:1][CH2:17][C:18]2[N:19]=[C:20]([NH2:23])[S:21][CH:22]=2)[C:4]2[S:5][CH:6]=[CH:7][CH:8]=2)=[CH:10][N:11]=[CH:12]1. The yield is 0.230. (4) The yield is 0.690. No catalyst specified. The product is [CH3:1][C:2]1[C:7]2[N:8]3[CH:13]=[C:12]([CH2:14][OH:15])[N:11]=[C:9]3[S:10][C:6]=2[CH:5]=[CH:4][CH:3]=1. The reactants are [CH3:1][C:2]1[C:7]2[N:8]3[CH:13]=[C:12]([C:14](OCC)=[O:15])[N:11]=[C:9]3[S:10][C:6]=2[CH:5]=[CH:4][CH:3]=1.[H-].[H-].[H-].[H-].[Li+].[Al+3]. (5) The reactants are [F:1][C:2]1[CH:7]=[C:6]([O:8][C@H:9]2[CH2:14][CH2:13][CH2:12][CH2:11][C@@H:10]2[C:15]2[C:16]([N+:26]([O-:28])=[O:27])=[N:17][N:18](C3CCCCO3)[CH:19]=2)[CH:5]=[C:4]([F:29])[C:3]=1[S:30]([N:33]([C:41]1[N:42]=[CH:43][S:44][CH:45]=1)C(=O)OC(C)(C)C)(=[O:32])=[O:31].FC(F)(F)C(O)=O.ClCCl. The catalyst is CO. The product is [F:29][C:4]1[CH:5]=[C:6]([O:8][C@H:9]2[CH2:14][CH2:13][CH2:12][CH2:11][C@@H:10]2[C:15]2[C:16]([N+:26]([O-:28])=[O:27])=[N:17][NH:18][CH:19]=2)[CH:7]=[C:2]([F:1])[C:3]=1[S:30]([NH:33][C:41]1[N:42]=[CH:43][S:44][CH:45]=1)(=[O:32])=[O:31]. The yield is 0.540.